Dataset: Reaction yield outcomes from USPTO patents with 853,638 reactions. Task: Predict the reaction yield, written as a fraction of the theoretical maximum amount of product (1.0 means a 100% yield; for example, 0.34 means a 34% yield). The reactants are [NH2:1][C:2]1[CH:3]=[C:4]([CH:25]=[CH:26][CH:27]=1)[O:5][C:6]1[CH:14]=[C:13]([F:15])[CH:12]=[C:11]([NH:16][C:17]2[CH:22]=[CH:21][C:20]([I:23])=[CH:19][C:18]=2[F:24])[C:7]=1[C:8]([NH2:10])=[O:9].CN1CCOCC1.C(P1(=O)OP(CCC)(=O)OP(CCC)(=O)O1)CC.[CH:53]([C:56](O)=[O:57])([CH3:55])[CH3:54]. The catalyst is CCOC(C)=O. The product is [F:15][C:13]1[CH:14]=[C:6]([O:5][C:4]2[CH:25]=[CH:26][CH:27]=[C:2]([NH:1][C:56](=[O:57])[CH:53]([CH3:55])[CH3:54])[CH:3]=2)[C:7]([C:8]([NH2:10])=[O:9])=[C:11]([NH:16][C:17]2[CH:22]=[CH:21][C:20]([I:23])=[CH:19][C:18]=2[F:24])[CH:12]=1. The yield is 0.840.